Dataset: Reaction yield outcomes from USPTO patents with 853,638 reactions. Task: Predict the reaction yield, written as a fraction of the theoretical maximum amount of product (1.0 means a 100% yield; for example, 0.34 means a 34% yield). (1) The reactants are [F:1][C:2]1[CH:7]=[CH:6][C:5]([C:8]2[S:9][C:10]([C:13]([C:16]3[CH:21]=[CH:20][N:19]=[CH:18][CH:17]=3)([OH:15])[CH3:14])=[CH:11][N:12]=2)=[CH:4][CH:3]=1.[CH3:22][C:23]1[CH:28]=[CH:27][C:26]([S:29]([OH:32])(=[O:31])=[O:30])=[CH:25][CH:24]=1. The catalyst is C(O)C. The product is [CH3:22][C:23]1[CH:24]=[CH:25][C:26]([S:29]([OH:32])(=[O:31])=[O:30])=[CH:27][CH:28]=1.[F:1][C:2]1[CH:7]=[CH:6][C:5]([C:8]2[S:9][C:10]([C:13]([C:16]3[CH:17]=[CH:18][N:19]=[CH:20][CH:21]=3)([OH:15])[CH3:14])=[CH:11][N:12]=2)=[CH:4][CH:3]=1. The yield is 0.610. (2) The reactants are [CH3:1][C:2]1[CH:7]=[CH:6][C:5]([S:8]([O:11][CH2:12][CH2:13][N:14]2[CH:18]=[C:17]([I:19])[CH:16]=[C:15]2[CH:20]=[O:21])(=[O:10])=[O:9])=[CH:4][CH:3]=1.[BH4-].[Na+].C(O)(=O)C. The catalyst is C(O)C. The product is [CH3:1][C:2]1[CH:3]=[CH:4][C:5]([S:8]([O:11][CH2:12][CH2:13][N:14]2[CH:18]=[C:17]([I:19])[CH:16]=[C:15]2[CH2:20][OH:21])(=[O:10])=[O:9])=[CH:6][CH:7]=1. The yield is 0.950. (3) The catalyst is CN(C=O)C. The product is [CH3:1][C:2]1[CH:7]=[C:6]([CH3:8])[N:5]=[C:4]([NH:9][C:10]2[CH:15]=[CH:14][C:13]([CH2:16][CH2:17][NH:18][C:19]([NH:41][S:38]([C:35]3[CH:36]=[CH:37][C:32]([CH3:31])=[CH:33][CH:34]=3)(=[O:39])=[O:40])=[O:27])=[CH:12][CH:11]=2)[C:3]=1[N+:28]([O-:30])=[O:29]. The reactants are [CH3:1][C:2]1[CH:7]=[C:6]([CH3:8])[N:5]=[C:4]([NH:9][C:10]2[CH:15]=[CH:14][C:13]([CH2:16][CH2:17][NH:18][C:19](=[O:27])OC3C=CC=CC=3)=[CH:12][CH:11]=2)[C:3]=1[N+:28]([O-:30])=[O:29].[CH3:31][C:32]1[CH:33]=[CH:34][C:35]([S:38]([NH2:41])(=[O:40])=[O:39])=[CH:36][CH:37]=1.[H-].[Na+].O. The yield is 0.810. (4) The reactants are Cl[C:2]1[C:7]([CH3:8])=[C:6]([Cl:9])[N:5]=[CH:4][C:3]=1[C:10]([N:12]1[CH2:17][CH2:16][CH:15]([C:18]2[CH:23]=[CH:22][C:21]([F:24])=[CH:20][CH:19]=2)[CH2:14][CH2:13]1)=[O:11].[Cl:25][C:26]1[CH:32]=[CH:31][C:29]([NH2:30])=[CH:28][CH:27]=1. No catalyst specified. The product is [Cl:9][C:6]1[N:5]=[CH:4][C:3]([C:10]([N:12]2[CH2:17][CH2:16][CH:15]([C:18]3[CH:19]=[CH:20][C:21]([F:24])=[CH:22][CH:23]=3)[CH2:14][CH2:13]2)=[O:11])=[C:2]([NH:30][C:29]2[CH:31]=[CH:32][C:26]([Cl:25])=[CH:27][CH:28]=2)[C:7]=1[CH3:8]. The yield is 0.950. (5) The reactants are [C:1]([NH:5][C:6]1[C:7]([CH3:26])=[N:8][C:9]2[C:14]([N:15]=1)=[C:13]([C:16]1[NH:24][C:23]3[CH2:22][CH2:21][NH:20][C:19](=[O:25])[C:18]=3[CH:17]=1)[CH:12]=[CH:11][CH:10]=2)([CH3:4])([CH3:3])[CH3:2].[Br:27]N1C(=O)CCC1=O. The catalyst is C(Cl)(Cl)Cl.C(Cl)Cl. The product is [Br:27][C:17]1[C:18]2[C:19](=[O:25])[NH:20][CH2:21][CH2:22][C:23]=2[NH:24][C:16]=1[C:13]1[CH:12]=[CH:11][CH:10]=[C:9]2[C:14]=1[N:15]=[C:6]([NH:5][C:1]([CH3:4])([CH3:3])[CH3:2])[C:7]([CH3:26])=[N:8]2. The yield is 0.620.